The task is: Predict the product of the given reaction.. This data is from Forward reaction prediction with 1.9M reactions from USPTO patents (1976-2016). (1) Given the reactants [F:1][C:2]([F:15])([F:14])[O:3][C:4]1[CH:13]=[CH:12][C:7]2[N:8]=[C:9]([NH2:11])[S:10][C:6]=2[CH:5]=1.Br[CH:17]([CH2:22][CH3:23])[C:18]([O:20]C)=[O:19].[CH3:24][C:25]1[CH:34]=[CH:33][C:28]2N=C(N)S[C:27]=2[CH:26]=1.BrC(CC)[C:37](OCC)=[O:38], predict the reaction product. The product is: [CH3:24][C:25]1[CH:34]=[CH:33][C:28]([C:37]([N:11]=[C:9]2[N:8]([CH:17]([CH2:22][CH3:23])[C:18]([OH:20])=[O:19])[C:7]3[CH:12]=[CH:13][C:4]([O:3][C:2]([F:1])([F:14])[F:15])=[CH:5][C:6]=3[S:10]2)=[O:38])=[CH:27][CH:26]=1. (2) Given the reactants [CH2:1]([NH2:4])[CH2:2][CH3:3].F[C:6]1[CH:22]=[CH:21][C:9]([C:10]([NH:12][C:13]2[CH:18]=[CH:17][CH:16]=[C:15]([O:19][CH3:20])[CH:14]=2)=[O:11])=[CH:8][C:7]=1[N+:23]([O-:25])=[O:24], predict the reaction product. The product is: [CH3:20][O:19][C:15]1[CH:14]=[C:13]([NH:12][C:10](=[O:11])[C:9]2[CH:21]=[CH:22][C:6]([NH:4][CH2:1][CH2:2][CH3:3])=[C:7]([N+:23]([O-:25])=[O:24])[CH:8]=2)[CH:18]=[CH:17][CH:16]=1. (3) Given the reactants [N:1]1[CH:5]=[C:4]([CH2:6][CH2:7][N:8]2[CH:13]([C:14]3[C:19]([CH3:20])=[CH:18][CH:17]=[CH:16][N:15]=3)[CH2:12][CH2:11][CH2:10][CH:9]2[C:21]2[C:26]([CH3:27])=[CH:25][CH:24]=[CH:23][N:22]=2)[NH:3][CH:2]=1.[H-].[Na+].[CH2:30](Br)[CH:31]=[CH2:32], predict the reaction product. The product is: [CH2:32]([N:1]1[CH:5]=[C:4]([CH2:6][CH2:7][N:8]2[CH:9]([C:21]3[C:26]([CH3:27])=[CH:25][CH:24]=[CH:23][N:22]=3)[CH2:10][CH2:11][CH2:12][CH:13]2[C:14]2[C:19]([CH3:20])=[CH:18][CH:17]=[CH:16][N:15]=2)[N:3]=[CH:2]1)[CH:31]=[CH2:30]. (4) Given the reactants C([N-]C(C)C)(C)C.[Li+].[O:9]=[C:10]1[CH2:15][CH2:14][N:13]([C:16]([O:18][C:19]([CH3:22])([CH3:21])[CH3:20])=[O:17])[CH2:12][CH2:11]1.[F:23][C:24]([F:43])([F:42])[S:25](N(C1C=CC=CC=1)[S:25]([C:24]([F:43])([F:42])[F:23])(=[O:27])=[O:26])(=[O:27])=[O:26].C(=O)([O-])[O-].[K+].[K+], predict the reaction product. The product is: [F:23][C:24]([F:43])([F:42])[S:25]([O:9][C:10]1[CH2:11][CH2:12][N:13]([C:16]([O:18][C:19]([CH3:22])([CH3:21])[CH3:20])=[O:17])[CH2:14][CH:15]=1)(=[O:27])=[O:26]. (5) The product is: [CH2:29]([CH:15]1[CH2:14][N:8]([CH2:7][C:6]([OH:5])=[O:36])[C:9](=[O:13])[CH2:10][N:18]([S:19]([C:22]2[CH:27]=[CH:26][C:25]([Cl:28])=[CH:24][CH:23]=2)(=[O:21])=[O:20])[C:16]1=[O:17])[C:30]1[CH:35]=[CH:34][CH:33]=[CH:32][CH:31]=1. Given the reactants C([O:5][C:6](=[O:36])[CH2:7][N:8]([CH2:14][CH:15]([CH2:29][C:30]1[CH:35]=[CH:34][CH:33]=[CH:32][CH:31]=1)[C:16]([NH:18][S:19]([C:22]1[CH:27]=[CH:26][C:25]([Cl:28])=[CH:24][CH:23]=1)(=[O:21])=[O:20])=[O:17])[C:9](=[O:13])[CH2:10]C=C)(C)(C)C.CC1(C)CC(=O)CC(=O)C1, predict the reaction product. (6) Given the reactants [S:1]1[CH:5]=[CH:4][C:3]([C:6]2[C:14]3[C:9](=[CH:10][CH:11]=[CH:12][CH:13]=3)[NH:8][C:7]=2[C:15]([NH:17][NH2:18])=[O:16])=[CH:2]1.[NH:19]1[CH:23]=[CH:22][N:21]=[C:20]1[CH:24]=O, predict the reaction product. The product is: [NH:19]1[CH:23]=[CH:22][N:21]=[C:20]1[CH:24]=[N:18][NH:17][C:15]([C:7]1[NH:8][C:9]2[C:14]([C:6]=1[C:3]1[CH:4]=[CH:5][S:1][CH:2]=1)=[CH:13][CH:12]=[CH:11][CH:10]=2)=[O:16].